This data is from Forward reaction prediction with 1.9M reactions from USPTO patents (1976-2016). The task is: Predict the product of the given reaction. Given the reactants [CH:1]1[CH:6]=[CH:5][C:4]([CH:7]([NH2:10])[CH2:8][OH:9])=[CH:3][CH:2]=1.C([O-])([O-])=O.[Na+].[Na+].[CH2:17](I)[CH3:18].[CH2:20]1COC[CH2:21]1, predict the reaction product. The product is: [CH2:20]([N:10]([CH2:17][CH3:18])[C@H:7]([C:4]1[CH:5]=[CH:6][CH:1]=[CH:2][CH:3]=1)[CH2:8][OH:9])[CH3:21].